Dataset: Reaction yield outcomes from USPTO patents with 853,638 reactions. Task: Predict the reaction yield, written as a fraction of the theoretical maximum amount of product (1.0 means a 100% yield; for example, 0.34 means a 34% yield). The reactants are F[C:2]1[C:7]([F:8])=[CH:6][C:5]([I:9])=[CH:4][N:3]=1.Cl.[NH2:11][C@H:12]1[CH2:17][CH2:16][C@H:15]([OH:18])[CH2:14][CH2:13]1.C([O-])([O-])=O.[Cs+].[Cs+]. The catalyst is O1CCOCC1. The product is [F:8][C:7]1[C:2]([NH:11][C@H:12]2[CH2:17][CH2:16][C@H:15]([OH:18])[CH2:14][CH2:13]2)=[N:3][CH:4]=[C:5]([I:9])[CH:6]=1. The yield is 0.160.